From a dataset of Forward reaction prediction with 1.9M reactions from USPTO patents (1976-2016). Predict the product of the given reaction. (1) Given the reactants Br[C:2]1[CH:7]=[CH:6][C:5]([N:8]2[C:12]3[CH:13]=[CH:14][CH:15]=[CH:16][C:11]=3[N:10]=[C:9]2[C:17]2[CH:22]=[CH:21][CH:20]=[CH:19][CH:18]=2)=[CH:4][CH:3]=1.[C:23]1([C:29]2[C:30]3[C:35]([C:36]([C:46]4[CH:51]=[CH:50][CH:49]=[CH:48][CH:47]=4)=[C:37]4[C:42]=2[CH:41]=[C:40](B(O)O)[CH:39]=[CH:38]4)=[CH:34][CH:33]=[CH:32][CH:31]=3)[CH:28]=[CH:27][CH:26]=[CH:25][CH:24]=1.C(=O)([O-])[O-].[Na+].[Na+], predict the reaction product. The product is: [C:23]1([C:29]2[C:30]3[C:35]([C:36]([C:46]4[CH:51]=[CH:50][CH:49]=[CH:48][CH:47]=4)=[C:37]4[C:42]=2[CH:41]=[C:40]([C:2]2[CH:3]=[CH:4][C:5]([N:8]5[C:12]6[CH:13]=[CH:14][CH:15]=[CH:16][C:11]=6[N:10]=[C:9]5[C:17]5[CH:22]=[CH:21][CH:20]=[CH:19][CH:18]=5)=[CH:6][CH:7]=2)[CH:39]=[CH:38]4)=[CH:34][CH:33]=[CH:32][CH:31]=3)[CH:28]=[CH:27][CH:26]=[CH:25][CH:24]=1. (2) The product is: [F:15][C:4]1[CH:3]=[C:2]([CH2:23][C:22]([O:21][C:17]([CH3:20])([CH3:19])[CH3:18])=[O:25])[CH:7]=[CH:6][C:5]=1[C:8]1[CH:13]=[CH:12][N:11]=[C:10]([F:14])[CH:9]=1. Given the reactants Br[C:2]1[CH:7]=[CH:6][C:5]([C:8]2[CH:13]=[CH:12][N:11]=[C:10]([F:14])[CH:9]=2)=[C:4]([F:15])[CH:3]=1.[Cl-].[C:17]([O:21][C:22](=[O:25])[CH2:23][Zn+])([CH3:20])([CH3:19])[CH3:18].CCOCC, predict the reaction product. (3) Given the reactants Cl[C:2]1[C:28]([CH3:29])=[CH:27][C:5]2[N:6]=[C:7]3[C:12]([N:13]([CH2:14][CH2:15][CH2:16][CH2:17][CH2:18][CH2:19][C:20]([O:22][CH2:23][CH3:24])=[O:21])[C:4]=2[CH:3]=1)=[N:11][C:10](=[O:25])[NH:9][C:8]3=[O:26].[NH2:30][C@H:31]1[CH2:35][CH2:34][N:33]([C:36]([O:38][C:39]([CH3:42])([CH3:41])[CH3:40])=[O:37])[CH2:32]1, predict the reaction product. The product is: [CH2:23]([O:22][C:20](=[O:21])[CH2:19][CH2:18][CH2:17][CH2:16][CH2:15][CH2:14][N:13]1[C:12]2[C:7]([C:8](=[O:26])[NH:9][C:10](=[O:25])[N:11]=2)=[N:6][C:5]2[CH:27]=[C:28]([CH3:29])[C:2]([NH:30][C@H:31]3[CH2:35][CH2:34][N:33]([C:36]([O:38][C:39]([CH3:42])([CH3:41])[CH3:40])=[O:37])[CH2:32]3)=[CH:3][C:4]1=2)[CH3:24]. (4) Given the reactants I[C:2]1[C:10]2[C:5](=[N:6][CH:7]=[C:8]([C:11]3[CH:12]=[C:13]([O:17]S(C4C=CC(C)=CC=4)(=O)=O)[CH:14]=[CH:15][CH:16]=3)[CH:9]=2)[N:4](S(C2C=CC(C)=CC=2)(=O)=O)[CH:3]=1.[O:38]1[CH:42]=[CH:41][C:40](B(O)O)=[CH:39]1.C(#N)C.C(=O)([O-])[O-].[Na+].[Na+], predict the reaction product. The product is: [O:38]1[CH:42]=[CH:41][C:40]([C:2]2[C:10]3[C:5](=[N:6][CH:7]=[C:8]([C:11]4[CH:12]=[C:13]([OH:17])[CH:14]=[CH:15][CH:16]=4)[CH:9]=3)[NH:4][CH:3]=2)=[CH:39]1. (5) The product is: [CH3:1][O:2][C:3]([C:5]1[C:13]2[C:8](=[CH:9][C:10]([Cl:14])=[CH:11][CH:12]=2)[N:7]([CH3:16])[C:6]=1[CH3:15])=[O:4]. Given the reactants [CH3:1][O:2][C:3]([C:5]1[C:13]2[C:8](=[CH:9][C:10]([Cl:14])=[CH:11][CH:12]=2)[NH:7][C:6]=1[CH3:15])=[O:4].[C:16](=O)([O-])[O-].[K+].[K+].IC.CN(C=O)C, predict the reaction product. (6) Given the reactants Br[C:2]1[CH:3]=[CH:4][C:5]2[S:9][C:8]([CH2:10][NH:11][S:12]([CH3:15])(=[O:14])=[O:13])=[N:7][C:6]=2[CH:16]=1.[F:17][CH:18]([F:37])[C:19]([NH:21][C@H:22]([CH2:35][F:36])[C@H:23]([OH:34])[C:24]1[CH:29]=[CH:28][C:27]([Sn](C)(C)C)=[CH:26][CH:25]=1)=[O:20].[Cl-].[Li+], predict the reaction product. The product is: [F:17][CH:18]([F:37])[C:19]([NH:21][C@H:22]([CH2:35][F:36])[C@H:23]([OH:34])[C:24]1[CH:25]=[CH:26][C:27]([C:2]2[CH:3]=[CH:4][C:5]3[S:9][C:8]([CH2:10][NH:11][S:12]([CH3:15])(=[O:14])=[O:13])=[N:7][C:6]=3[CH:16]=2)=[CH:28][CH:29]=1)=[O:20]. (7) Given the reactants [C:1]([O:5][C:6]([N:8]1[CH2:11][CH2:10][C@@H:9]1[CH2:12][OH:13])=[O:7])([CH3:4])([CH3:3])[CH3:2].N1C=CC=CC=1.[C:20]1([CH3:30])[CH:25]=[CH:24][C:23]([S:26](Cl)(=[O:28])=[O:27])=[CH:22][CH:21]=1.O, predict the reaction product. The product is: [C:1]([O:5][C:6]([N:8]1[CH2:11][CH2:10][C@@H:9]1[CH2:12][O:13][S:26]([C:23]1[CH:24]=[CH:25][C:20]([CH3:30])=[CH:21][CH:22]=1)(=[O:28])=[O:27])=[O:7])([CH3:4])([CH3:3])[CH3:2]. (8) Given the reactants [Br:1][C:2]1[N:7]=[C:6]([CH2:8][N:9]2[C:18]3[C:13](=[CH:14][CH:15]=[CH:16][CH:17]=3)[C:12](=[O:19])[C:11]([C:20]([C:22]3[CH:23]=[N:24][C:25](Cl)=[CH:26][CH:27]=3)=[O:21])=[CH:10]2)[CH:5]=[CH:4][CH:3]=1.[NH:29]1[CH2:33][CH2:32][CH2:31][CH2:30]1, predict the reaction product. The product is: [Br:1][C:2]1[N:7]=[C:6]([CH2:8][N:9]2[C:18]3[C:13](=[CH:14][CH:15]=[CH:16][CH:17]=3)[C:12](=[O:19])[C:11]([C:20]([C:22]3[CH:23]=[N:24][C:25]([N:29]4[CH2:33][CH2:32][CH2:31][CH2:30]4)=[CH:26][CH:27]=3)=[O:21])=[CH:10]2)[CH:5]=[CH:4][CH:3]=1.